From a dataset of Full USPTO retrosynthesis dataset with 1.9M reactions from patents (1976-2016). Predict the reactants needed to synthesize the given product. (1) Given the product [CH3:28][O:27][C:19]1[CH:18]=[C:17]([CH2:16][C:29]2[C:30]([C:40]3[CH:41]=[CH:42][CH:43]=[CH:44][CH:45]=3)=[N:31][N:32]3[CH:37]=[C:36]([O:38][CH3:39])[CH:35]=[CH:34][C:33]=23)[N:22]=[C:21]([C:23]([O:25][CH3:26])=[O:24])[CH:20]=1, predict the reactants needed to synthesize it. The reactants are: C([SiH](CC)CC)C.FC(F)(F)C(O)=O.O[CH:16]([C:29]1[C:30]([C:40]2[CH:45]=[CH:44][CH:43]=[CH:42][CH:41]=2)=[N:31][N:32]2[CH:37]=[C:36]([O:38][CH3:39])[CH:35]=[CH:34][C:33]=12)[C:17]1[N:22]=[C:21]([C:23]([O:25][CH3:26])=[O:24])[CH:20]=[C:19]([O:27][CH3:28])[CH:18]=1.C(=O)(O)[O-].[Na+]. (2) Given the product [CH3:21][O:20][CH2:19][C@@H:18]([O:17][C:15]1[CH:16]=[C:2]([CH:3]=[C:4]([C:5](=[O:6])[NH:7][C:8]2[CH:12]=[CH:11][N:10]([CH3:13])[N:9]=2)[CH:14]=1)[O:1][C:30]1[CH:31]=[CH:32][C:33]([C:36]2[O:40][C:39]([C:41]([NH:43][CH3:44])=[O:42])=[N:38][N:37]=2)=[N:34][CH:35]=1)[CH3:22], predict the reactants needed to synthesize it. The reactants are: [OH:1][C:2]1[CH:3]=[C:4]([CH:14]=[C:15]([O:17][C@@H:18]([CH3:22])[CH2:19][O:20][CH3:21])[CH:16]=1)[C:5]([NH:7][C:8]1[CH:12]=[CH:11][N:10]([CH3:13])[N:9]=1)=[O:6].C(=O)([O-])[O-].[K+].[K+].F[C:30]1[CH:31]=[CH:32][C:33]([C:36]2[O:40][C:39]([C:41]([NH:43][CH3:44])=[O:42])=[N:38][N:37]=2)=[N:34][CH:35]=1.O. (3) Given the product [F:46][C:47]1[CH:52]=[CH:51][C:50]([N:53]2[CH:13]=[C:12]([C:11]([N:10]3[CH2:9][C@H:8]([CH2:26][CH:27]([CH3:28])[CH3:29])[NH:7][C:6](=[O:30])[C@@H:5]3[CH2:1][CH:2]([CH3:3])[CH3:4])=[O:25])[CH:17]=[N:54]2)=[CH:49][CH:48]=1, predict the reactants needed to synthesize it. The reactants are: [CH2:1]([C@@H:5]1[N:10]([C:11](=[O:25])[C:12]2[CH:17]=CC(OC3C=CC=CC=3)=C[CH:13]=2)[CH2:9][C@H:8]([CH2:26][CH:27]([CH3:29])[CH3:28])[NH:7][C:6]1=[O:30])[CH:2]([CH3:4])[CH3:3].C([C@@H]1NC[C@H](CC(C)C)NC1=O)C(C)C.[F:46][C:47]1[CH:52]=[CH:51][C:50]([N:53]2C=C(C(O)=O)C=[N:54]2)=[CH:49][CH:48]=1. (4) Given the product [Br:2][C:3]1[CH:19]=[N:18][C:6]2[NH:7][C:8]3[CH:13]=[N:12][C:11]([C:14]([N:16]=[N+:17]=[N-:20])=[O:15])=[CH:10][C:9]=3[C:5]=2[CH:4]=1, predict the reactants needed to synthesize it. The reactants are: Cl.[Br:2][C:3]1[CH:19]=[N:18][C:6]2[NH:7][C:8]3[CH:13]=[N:12][C:11]([C:14]([NH:16][NH2:17])=[O:15])=[CH:10][C:9]=3[C:5]=2[CH:4]=1.[N:20]([O-])=O.[Na+].C(=O)(O)[O-].[Na+]. (5) Given the product [N+:10]([C:7]1[CH:8]=[CH:9][C:4]([CH:2]([N:19]2[CH2:24][CH2:23][O:22][CH2:21][CH2:20]2)[CH3:3])=[CH:5][CH:6]=1)([O-:12])=[O:11], predict the reactants needed to synthesize it. The reactants are: Br[CH:2]([C:4]1[CH:9]=[CH:8][C:7]([N+:10]([O-:12])=[O:11])=[CH:6][CH:5]=1)[CH3:3].C(=O)([O-])[O-].[K+].[K+].[NH:19]1[CH2:24][CH2:23][O:22][CH2:21][CH2:20]1. (6) Given the product [OH:8][CH2:9][CH2:10][C:11]1([C:21]#[N:22])[CH2:20][CH2:19][C:14]2([O:18][CH2:17][CH2:16][O:15]2)[CH2:13][CH2:12]1, predict the reactants needed to synthesize it. The reactants are: C([O:8][CH2:9][CH2:10][C:11]1([C:21]#[N:22])[CH2:20][CH2:19][C:14]2([O:18][CH2:17][CH2:16][O:15]2)[CH2:13][CH2:12]1)C1C=CC=CC=1.